Predict the reactants needed to synthesize the given product. From a dataset of Full USPTO retrosynthesis dataset with 1.9M reactions from patents (1976-2016). (1) Given the product [Cl:16][C:17]1[CH:22]=[CH:21][N:20]=[C:19]([N:23]2[CH2:34][CH2:33][N:32]3[C:25](=[CH:26][C:27]4[CH2:28][C:29]([CH3:36])([CH3:35])[CH2:30][C:31]=43)[C:24]2=[O:37])[C:18]=1[CH:38]=[O:39].[CH3:35][C:29]1([CH3:36])[CH2:28][C:27]2[CH:26]=[C:25]3[N:32]([CH2:33][CH2:34][N:23]([C:19]4[C:18]5[CH2:38][O:44][B:43]([OH:45])[C:17]=5[CH:22]=[CH:21][N:20]=4)[C:24]3=[O:37])[C:31]=2[CH2:30]1, predict the reactants needed to synthesize it. The reactants are: CC1(C)CC2C=C3N(CCNC3=O)C=2C1.[Cl:16][C:17]1[CH:22]=[CH:21][N:20]=[C:19]([N:23]2[CH2:34][CH2:33][N:32]3[C:25](=[CH:26][C:27]4[CH2:28][C:29]([CH3:36])([CH3:35])[CH2:30][C:31]=43)[C:24]2=[O:37])[C:18]=1[CH:38]=[O:39].[BH4-].[Na+].B(O)(O)[B:43]([OH:45])[OH:44].CC([O-])=O.[K+]. (2) Given the product [C:17]1(=[CH:16][CH2:15][O:34][C:35]2[CH:36]=[C:37]([CH:42]=[CH:43][CH:44]=2)[C:38]([O:40][CH3:41])=[O:39])[CH2:18][CH2:19][CH2:14]1, predict the reactants needed to synthesize it. The reactants are: [C:14]1(P([C:14]2[CH:19]=[CH:18][CH:17]=[CH:16][CH:15]=2)[C:14]2[CH:19]=[CH:18][CH:17]=[CH:16][CH:15]=2)[CH:19]=[CH:18][CH:17]=[CH:16][CH:15]=1.CC(OC(/N=N/C(OC(C)C)=O)=O)C.[OH:34][C:35]1[CH:36]=[C:37]([CH:42]=[CH:43][CH:44]=1)[C:38]([O:40][CH3:41])=[O:39].C1(=CCO)CCC1. (3) Given the product [CH2:15]([NH:14][C:12](=[O:13])[NH:11][C:8]1[S:9][C:10]2[C:2]([NH:1][C:42](=[O:43])[C:37]3[CH:38]=[CH:39][CH:40]=[CH:41][N:36]=3)=[CH:3][C:4]([C:17]3[CH:18]=[N:19][C:20]([N:23]4[CH2:24][CH2:25][C:26]([CH3:34])([C:29]([O:31][CH2:32][CH3:33])=[O:30])[CH2:27][CH2:28]4)=[N:21][CH:22]=3)=[CH:5][C:6]=2[N:7]=1)[CH3:16], predict the reactants needed to synthesize it. The reactants are: [NH2:1][C:2]1[C:10]2[S:9][C:8]([NH:11][C:12]([NH:14][CH2:15][CH3:16])=[O:13])=[N:7][C:6]=2[CH:5]=[C:4]([C:17]2[CH:18]=[N:19][C:20]([N:23]3[CH2:28][CH2:27][C:26]([CH3:34])([C:29]([O:31][CH2:32][CH3:33])=[O:30])[CH2:25][CH2:24]3)=[N:21][CH:22]=2)[CH:3]=1.Cl.[N:36]1[CH:41]=[CH:40][CH:39]=[CH:38][C:37]=1[C:42](Cl)=[O:43].